From a dataset of Forward reaction prediction with 1.9M reactions from USPTO patents (1976-2016). Predict the product of the given reaction. (1) Given the reactants [CH2:1]([OH:5])[CH2:2][CH:3]=C.[Cl:6][C:7]1[CH:8]=[C:9]([CH:12]=[CH:13][C:14]=1[F:15])[CH:10]=[O:11].[C:16](O)(C(F)(F)F)=O.[Li+].[OH-], predict the reaction product. The product is: [Cl:6][C:7]1[CH:8]=[C:9]([CH:10]2[CH2:16][CH:1]([OH:5])[CH2:2][CH2:3][O:11]2)[CH:12]=[CH:13][C:14]=1[F:15]. (2) Given the reactants [CH3:1][C:2](=[C:4]([CH3:6])[CH3:5])[CH3:3].[OH-].[Na+].ClS([N:13]=[C:14]=[O:15])(=O)=O, predict the reaction product. The product is: [CH3:1][C:2]1([CH3:3])[C:4]([CH3:6])([CH3:5])[NH:13][C:14]1=[O:15]. (3) The product is: [Cl:8][C:2]1[CH:3]=[N:4][CH:5]=[C:6]([B:9]2[O:13][C:12]([CH3:15])([CH3:14])[C:11]([CH3:17])([CH3:16])[O:10]2)[CH:7]=1. Given the reactants Br[C:2]1([Cl:8])[CH:7]=[CH:6][CH:5]=[N:4][CH2:3]1.[B:9]1([B:9]2[O:13][C:12]([CH3:15])([CH3:14])[C:11]([CH3:17])([CH3:16])[O:10]2)[O:13][C:12]([CH3:15])([CH3:14])[C:11]([CH3:17])([CH3:16])[O:10]1.C([O-])(=O)C.[K+], predict the reaction product. (4) Given the reactants C(NC(C)C)(C)C.[Li]CCCC.[CH3:13][CH:14]([CH3:19])[C:15]([O:17][CH3:18])=[O:16].[CH3:20][O:21][C:22]1[CH:23]=[C:24]([CH:28]=[CH:29][C:30]=1[O:31][CH3:32])[C:25](Cl)=[O:26], predict the reaction product. The product is: [CH3:20][O:21][C:22]1[CH:23]=[C:24]([C:25](=[O:26])[C:14]([CH3:19])([CH3:13])[C:15]([O:17][CH3:18])=[O:16])[CH:28]=[CH:29][C:30]=1[O:31][CH3:32]. (5) Given the reactants Cl.CN(C)CCCN=C=NCC.[CH2:13]([O:20][C:21]1[CH:26]=[CH:25][C:24]([C:27]2[O:31][C:30]([C:32]([OH:34])=O)=[N:29][C:28]=2[C:35]2[CH:40]=[CH:39][C:38]([O:41][CH3:42])=[CH:37][CH:36]=2)=[CH:23][CH:22]=1)[C:14]1[CH:19]=[CH:18][CH:17]=[CH:16][CH:15]=1.O.O[N:45]1[C:49]2C=[CH:51][CH:52]=[CH:53][C:48]=2N=N1.N1CCCCC1, predict the reaction product. The product is: [CH2:13]([O:20][C:21]1[CH:22]=[CH:23][C:24]([C:27]2[O:31][C:30]([C:32]([N:45]3[CH2:51][CH2:52][CH2:53][CH2:48][CH2:49]3)=[O:34])=[N:29][C:28]=2[C:35]2[CH:40]=[CH:39][C:38]([O:41][CH3:42])=[CH:37][CH:36]=2)=[CH:25][CH:26]=1)[C:14]1[CH:15]=[CH:16][CH:17]=[CH:18][CH:19]=1. (6) Given the reactants N[C@H](C1C(C2C=CC(F)=C(C=2)C(N)=O)=CN=CN=1)CC1C=C(F)C=C(F)C=1.[NH:28]1[C:32]2=[N:33][CH:34]=[C:35]([C:37]3[C:38]([C@@H:43]([NH:53]C(=O)OC(C)(C)C)[CH2:44][C:45]4[CH:50]=[C:49]([F:51])[CH:48]=[C:47]([F:52])[CH:46]=4)=[N:39][CH:40]=[N:41][CH:42]=3)[CH:36]=[C:31]2[CH:30]=[CH:29]1, predict the reaction product. The product is: [NH:28]1[C:32]2=[N:33][CH:34]=[C:35]([C:37]3[C:38]([C@@H:43]([NH2:53])[CH2:44][C:45]4[CH:46]=[C:47]([F:52])[CH:48]=[C:49]([F:51])[CH:50]=4)=[N:39][CH:40]=[N:41][CH:42]=3)[CH:36]=[C:31]2[CH:30]=[CH:29]1.